This data is from NCI-60 drug combinations with 297,098 pairs across 59 cell lines. The task is: Regression. Given two drug SMILES strings and cell line genomic features, predict the synergy score measuring deviation from expected non-interaction effect. (1) Drug 1: COC1=CC(=CC(=C1O)OC)C2C3C(COC3=O)C(C4=CC5=C(C=C24)OCO5)OC6C(C(C7C(O6)COC(O7)C8=CC=CS8)O)O. Drug 2: CN(CCCl)CCCl.Cl. Cell line: BT-549. Synergy scores: CSS=26.8, Synergy_ZIP=-6.97, Synergy_Bliss=-2.99, Synergy_Loewe=-13.3, Synergy_HSA=-1.46. (2) Drug 1: CC1C(C(=O)NC(C(=O)N2CCCC2C(=O)N(CC(=O)N(C(C(=O)O1)C(C)C)C)C)C(C)C)NC(=O)C3=C4C(=C(C=C3)C)OC5=C(C(=O)C(=C(C5=N4)C(=O)NC6C(OC(=O)C(N(C(=O)CN(C(=O)C7CCCN7C(=O)C(NC6=O)C(C)C)C)C)C(C)C)C)N)C. Drug 2: B(C(CC(C)C)NC(=O)C(CC1=CC=CC=C1)NC(=O)C2=NC=CN=C2)(O)O. Cell line: OVCAR-4. Synergy scores: CSS=37.7, Synergy_ZIP=2.41, Synergy_Bliss=3.58, Synergy_Loewe=-5.32, Synergy_HSA=3.69. (3) Drug 1: CC1CCC2CC(C(=CC=CC=CC(CC(C(=O)C(C(C(=CC(C(=O)CC(OC(=O)C3CCCCN3C(=O)C(=O)C1(O2)O)C(C)CC4CCC(C(C4)OC)OCCO)C)C)O)OC)C)C)C)OC. Drug 2: CCC1(CC2CC(C3=C(CCN(C2)C1)C4=CC=CC=C4N3)(C5=C(C=C6C(=C5)C78CCN9C7C(C=CC9)(C(C(C8N6C)(C(=O)OC)O)OC(=O)C)CC)OC)C(=O)OC)O.OS(=O)(=O)O. Cell line: A549. Synergy scores: CSS=-1.70, Synergy_ZIP=0.336, Synergy_Bliss=0.0304, Synergy_Loewe=-17.0, Synergy_HSA=-1.85. (4) Drug 1: CC(C)(C#N)C1=CC(=CC(=C1)CN2C=NC=N2)C(C)(C)C#N. Drug 2: C1CCC(C(C1)N)N.C(=O)(C(=O)[O-])[O-].[Pt+4]. Cell line: SK-MEL-28. Synergy scores: CSS=4.55, Synergy_ZIP=-1.68, Synergy_Bliss=2.31, Synergy_Loewe=-1.65, Synergy_HSA=-1.22. (5) Drug 1: CN1CCC(CC1)COC2=C(C=C3C(=C2)N=CN=C3NC4=C(C=C(C=C4)Br)F)OC. Drug 2: CC1=CC2C(CCC3(C2CCC3(C(=O)C)OC(=O)C)C)C4(C1=CC(=O)CC4)C. Cell line: SK-MEL-28. Synergy scores: CSS=-10.9, Synergy_ZIP=2.96, Synergy_Bliss=-2.47, Synergy_Loewe=-11.1, Synergy_HSA=-7.74. (6) Drug 1: C1=C(C(=O)NC(=O)N1)F. Drug 2: CC12CCC3C(C1CCC2OP(=O)(O)O)CCC4=C3C=CC(=C4)OC(=O)N(CCCl)CCCl.[Na+]. Cell line: RPMI-8226. Synergy scores: CSS=67.3, Synergy_ZIP=-9.77, Synergy_Bliss=-20.4, Synergy_Loewe=-28.0, Synergy_HSA=-19.6. (7) Drug 1: C1=NC2=C(N=C(N=C2N1C3C(C(C(O3)CO)O)O)F)N. Drug 2: CC12CCC3C(C1CCC2O)C(CC4=C3C=CC(=C4)O)CCCCCCCCCS(=O)CCCC(C(F)(F)F)(F)F. Cell line: MOLT-4. Synergy scores: CSS=68.4, Synergy_ZIP=-1.18, Synergy_Bliss=-2.21, Synergy_Loewe=-24.3, Synergy_HSA=-6.04. (8) Drug 1: C1=CN(C(=O)N=C1N)C2C(C(C(O2)CO)O)O.Cl. Drug 2: CCCCC(=O)OCC(=O)C1(CC(C2=C(C1)C(=C3C(=C2O)C(=O)C4=C(C3=O)C=CC=C4OC)O)OC5CC(C(C(O5)C)O)NC(=O)C(F)(F)F)O. Cell line: MDA-MB-231. Synergy scores: CSS=27.5, Synergy_ZIP=-4.44, Synergy_Bliss=-6.39, Synergy_Loewe=-2.69, Synergy_HSA=-1.64. (9) Drug 1: C1CCC(CC1)NC(=O)N(CCCl)N=O. Drug 2: CC1=C(C(CCC1)(C)C)C=CC(=CC=CC(=CC(=O)O)C)C. Cell line: A498. Synergy scores: CSS=8.36, Synergy_ZIP=-4.48, Synergy_Bliss=-2.90, Synergy_Loewe=-2.89, Synergy_HSA=-3.57.